Dataset: Reaction yield outcomes from USPTO patents with 853,638 reactions. Task: Predict the reaction yield, written as a fraction of the theoretical maximum amount of product (1.0 means a 100% yield; for example, 0.34 means a 34% yield). (1) The reactants are [C:1]1([C:25]2[CH:30]=[CH:29][CH:28]=[CH:27][CH:26]=2)[CH:6]=[CH:5][CH:4]=[CH:3][C:2]=1[C:7]1[CH:15]=[CH:14][CH:13]=[C:12]2[C:8]=1[CH2:9][C:10](=[CH:17][C:18]1([CH3:24])[CH2:23][CH2:22][CH2:21][CH2:20][CH2:19]1)[C:11]2=[O:16]. The catalyst is [Ni].O.C(O)C. The product is [C:1]1([C:25]2[CH:30]=[CH:29][CH:28]=[CH:27][CH:26]=2)[CH:6]=[CH:5][CH:4]=[CH:3][C:2]=1[C:7]1[CH:15]=[CH:14][CH:13]=[C:12]2[C:8]=1[CH2:9][CH:10]([CH2:17][C:18]1([CH3:24])[CH2:19][CH2:20][CH2:21][CH2:22][CH2:23]1)[C:11]2=[O:16]. The yield is 0.880. (2) The reactants are [CH2:1]([O:3][C:4]([C:6]1[CH:7]=[C:8]2[C:13](=[CH:14][CH:15]=1)[NH:12][CH:11]([C:16]1[CH:21]=[CH:20][CH:19]=[C:18](Br)[CH:17]=1)[C:10]([CH3:24])([CH3:23])[CH2:9]2)=[O:5])[CH3:2].[C:25]([C:29]1[CH:34]=[CH:33][C:32](B(O)O)=[CH:31][CH:30]=1)([CH3:28])([CH3:27])[CH3:26].C(=O)([O-])[O-].[Na+].[Na+].C(OCC)(=O)C. The catalyst is O1CCOCC1.C1C=CC(P(C2C=CC=CC=2)C2C=CC=CC=2)=CC=1.C1C=CC(P(C2C=CC=CC=2)C2C=CC=CC=2)=CC=1.Cl[Pd]Cl. The product is [CH2:1]([O:3][C:4]([C:6]1[CH:7]=[C:8]2[C:13](=[CH:14][CH:15]=1)[NH:12][CH:11]([C:16]1[CH:17]=[C:18]([C:32]3[CH:33]=[CH:34][C:29]([C:25]([CH3:28])([CH3:27])[CH3:26])=[CH:30][CH:31]=3)[CH:19]=[CH:20][CH:21]=1)[C:10]([CH3:24])([CH3:23])[CH2:9]2)=[O:5])[CH3:2]. The yield is 0.490. (3) The reactants are [NH2:1][CH2:2][C:3]1[CH:11]=[CH:10][C:6]([C:7]([OH:9])=[O:8])=[CH:5][CH:4]=1.[OH-].[Na+].[CH3:14][S:15](Cl)(=[O:17])=[O:16]. The catalyst is C1COCC1. The product is [CH3:14][S:15]([NH:1][CH2:2][C:3]1[CH:4]=[CH:5][C:6]([C:7]([OH:9])=[O:8])=[CH:10][CH:11]=1)(=[O:17])=[O:16]. The yield is 0.328. (4) The reactants are [F:1][C@H:2]1[CH2:4][C@H:3]1[C:5]([NH:7][C:8]1[N:9]=[CH:10][C:11]2[C:16]([CH:17]=1)=[CH:15][CH:14]=[C:13]([C:18]1[CH:19]=[N:20][C:21]([CH:25]([OH:30])[C:26]([F:29])([F:28])[F:27])=[CH:22][C:23]=1[CH3:24])[CH:12]=2)=[O:6].ClCCl.CC(OI1(OC(C)=O)(OC(C)=O)OC(=O)C2C=CC=CC1=2)=[O:36]. The catalyst is S([O-])([O-])(=O)=S.[Na+].[Na+]. The product is [F:1][C@H:2]1[CH2:4][C@H:3]1[C:5]([NH:7][C:8]1[N:9]=[CH:10][C:11]2[C:16]([CH:17]=1)=[CH:15][CH:14]=[C:13]([C:18]1[CH:19]=[N:20][C:21]([C:25]([OH:36])([OH:30])[C:26]([F:29])([F:28])[F:27])=[CH:22][C:23]=1[CH3:24])[CH:12]=2)=[O:6]. The yield is 0.790. (5) The reactants are [NH2:1][C:2]1[CH:7]=[C:6]([N+:8]([O-:10])=[O:9])[CH:5]=[CH:4][C:3]=1[CH2:11][OH:12]. The catalyst is C1COCC1.ClCCl.[O-2].[O-2].[Mn+4]. The product is [NH2:1][C:2]1[CH:7]=[C:6]([N+:8]([O-:10])=[O:9])[CH:5]=[CH:4][C:3]=1[CH:11]=[O:12]. The yield is 0.860. (6) The reactants are [Cl:1][C:2]1[CH:3]=[C:4]([C:10]([C:12]2[CH:17]=[CH:16][C:15]([F:18])=[CH:14][CH:13]=2)=O)[CH:5]=[N:6][C:7]=1[O:8][CH3:9].Cl.[NH2:20][OH:21]. The catalyst is CCO. The product is [Cl:1][C:2]1[CH:3]=[C:4]([C:10]([C:12]2[CH:17]=[CH:16][C:15]([F:18])=[CH:14][CH:13]=2)=[N:20][OH:21])[CH:5]=[N:6][C:7]=1[O:8][CH3:9]. The yield is 1.03. (7) The reactants are Cl[C:2]1[C:7]([C:8]#[N:9])=[CH:6][CH:5]=[CH:4][N:3]=1.[F:10][C:11]([F:23])([F:22])[O:12][C:13]1[CH:18]=[CH:17][C:16](B(O)O)=[CH:15][CH:14]=1. No catalyst specified. The product is [F:10][C:11]([F:22])([F:23])[O:12][C:13]1[CH:18]=[CH:17][C:16]([C:2]2[N:3]=[CH:4][CH:5]=[CH:6][C:7]=2[C:8]#[N:9])=[CH:15][CH:14]=1. The yield is 0.700. (8) The reactants are [CH2:1]([CH:4]1[C:8](=O)[CH2:7][CH:6]([CH2:10][CH2:11][NH:12][C:13](=[O:19])[O:14][C:15]([CH3:18])([CH3:17])[CH3:16])[CH2:5]1)[CH:2]=[CH2:3].[C:20]([O-:23])(=O)[CH3:21].[NH4+:24].[C:25]([N+:29]#[C-])([CH3:28])([CH3:27])[CH3:26].FC(F)(F)[CH2:33][OH:34]. The catalyst is C(Cl)Cl. The product is [C:20]([NH:24][C@:8]1([C:33](=[O:34])[NH:29][C:25]([CH3:28])([CH3:27])[CH3:26])[CH:4]([CH2:1][CH:2]=[CH2:3])[CH2:5][C@H:6]([CH2:10][CH2:11][NH:12][C:13](=[O:19])[O:14][C:15]([CH3:18])([CH3:17])[CH3:16])[CH2:7]1)(=[O:23])[CH3:21]. The yield is 0.340. (9) The yield is 0.870. The product is [OH:10][CH2:9][CH2:8][C:4]1[CH:3]=[C:2]([C:14]2[CH:19]=[CH:18][CH:17]=[CH:16][CH:15]=2)[CH:7]=[CH:6][CH:5]=1. The catalyst is C(COC)OC.[Pd].C1(P(C2C=CC=CC=2)C2C=CC=CC=2)C=CC=CC=1.C1(P(C2C=CC=CC=2)C2C=CC=CC=2)C=CC=CC=1.C1(P(C2C=CC=CC=2)C2C=CC=CC=2)C=CC=CC=1.C1(P(C2C=CC=CC=2)C2C=CC=CC=2)C=CC=CC=1. The reactants are Br[C:2]1[CH:3]=[C:4]([CH2:8][CH2:9][OH:10])[CH:5]=[CH:6][CH:7]=1.C(O)C.[C:14]1(B(O)O)[CH:19]=[CH:18][CH:17]=[CH:16][CH:15]=1.C(=O)([O-])[O-].[Na+].[Na+]. (10) The reactants are [F:1][C:2]([F:12])([F:11])[C:3]1[CH:10]=[CH:9][C:6]([CH2:7][OH:8])=[CH:5][CH:4]=1.[H-].[Na+].Cl[C:16]1[CH:21]=[CH:20][N+:19]([O-:22])=[CH:18][CH:17]=1. The catalyst is CN(C=O)C.C(Cl)Cl. The product is [F:1][C:2]([F:11])([F:12])[C:3]1[CH:10]=[CH:9][C:6]([CH2:7][O:8][C:16]2[CH:21]=[CH:20][N+:19]([O-:22])=[CH:18][CH:17]=2)=[CH:5][CH:4]=1. The yield is 0.190.